From a dataset of Experimental lipophilicity measurements (octanol/water distribution) for 4,200 compounds from AstraZeneca. Regression/Classification. Given a drug SMILES string, predict its absorption, distribution, metabolism, or excretion properties. Task type varies by dataset: regression for continuous measurements (e.g., permeability, clearance, half-life) or binary classification for categorical outcomes (e.g., BBB penetration, CYP inhibition). For this dataset (lipophilicity_astrazeneca), we predict Y. (1) The drug is Cc1c(S(=O)(=O)c2ccc(Cl)cc2)c2cc(F)ccc2n1CC(=O)O. The Y is -0.160 logD. (2) The drug is CS(=O)(=O)c1ccc(-c2cnc(N)c(-c3ccc(C(F)(F)F)nc3)c2)cc1. The Y is 2.40 logD.